From a dataset of Forward reaction prediction with 1.9M reactions from USPTO patents (1976-2016). Predict the product of the given reaction. (1) Given the reactants C([O:9][CH2:10][C:11]1([CH2:17][F:18])[O:16][CH2:15][CH2:14][CH2:13][O:12]1)(=O)C1C=CC=CC=1.[OH-].[Na+].[Cl-].[NH4+], predict the reaction product. The product is: [F:18][CH2:17][C:11]1([CH2:10][OH:9])[O:16][CH2:15][CH2:14][CH2:13][O:12]1. (2) The product is: [C:1]([C:5]1[O:9][C:8]([NH2:10])=[N:7][CH:6]=1)([CH3:4])([CH3:3])[CH3:2]. Given the reactants [C:1]([C:5]1[O:9][C:8]([NH:10]C(=O)OCC2C=CC=CC=2)=[N:7][CH:6]=1)([CH3:4])([CH3:3])[CH3:2], predict the reaction product.